From a dataset of Catalyst prediction with 721,799 reactions and 888 catalyst types from USPTO. Predict which catalyst facilitates the given reaction. (1) Reactant: [Br:1][C:2]1[C:3]([CH3:10])=[C:4](I)[C:5]([NH2:8])=[N:6][CH:7]=1.C([O-])(=O)C.[K+].[Cl-].[Li+].[CH3:18][Si:19]([CH3:24])([CH3:23])[C:20]#[C:21][CH3:22]. Product: [Br:1][C:2]1[C:3]([CH3:10])=[C:4]2[C:21]([CH3:22])=[C:20]([Si:19]([CH3:24])([CH3:23])[CH3:18])[NH:8][C:5]2=[N:6][CH:7]=1. The catalyst class is: 613. (2) Reactant: [CH2:1]([O:8][CH:9]([CH2:13][C:14]1[CH:19]=[CH:18][CH:17]=[CH:16][C:15]=1[CH3:20])[CH2:10][CH:11]=[O:12])[C:2]1[CH:7]=[CH:6][CH:5]=[CH:4][CH:3]=1.[BH4-].[Na+]. Product: [CH2:1]([O:8][CH:9]([CH2:13][C:14]1[CH:19]=[CH:18][CH:17]=[CH:16][C:15]=1[CH3:20])[CH2:10][CH2:11][OH:12])[C:2]1[CH:3]=[CH:4][CH:5]=[CH:6][CH:7]=1. The catalyst class is: 5. (3) Reactant: [C:1]([C:4]1[C:5]([OH:23])=[CH:6][C:7]([OH:22])=[C:8]([C:10]2[N:14]([C:15]3[CH:20]=[CH:19][CH:18]=[CH:17][C:16]=3[CH3:21])[N:13]=[CH:12][CH:11]=2)[CH:9]=1)([OH:3])=[O:2].[C:24]([Si:28]([CH3:31])([CH3:30])Cl)([CH3:27])([CH3:26])[CH3:25]. Product: [C:1]([C:4]1[C:5]([O:23][Si:28]([C:24]([CH3:27])([CH3:26])[CH3:25])([CH3:31])[CH3:30])=[CH:6][C:7]([O:22][Si:28]([C:24]([CH3:27])([CH3:26])[CH3:25])([CH3:31])[CH3:30])=[C:8]([C:10]2[N:14]([C:15]3[CH:20]=[CH:19][CH:18]=[CH:17][C:16]=3[CH3:21])[N:13]=[CH:12][CH:11]=2)[CH:9]=1)([OH:3])=[O:2]. The catalyst class is: 1. (4) Reactant: [Cl:1][C:2]1[C:7]2[N:8]=[C:9]([CH:14]3[CH2:19][CH2:18][CH2:17][CH2:16][CH2:15]3)[NH:10][S:11](=[O:13])(=[O:12])[C:6]=2[C:5](B(O)O)=[CH:4][CH:3]=1.Br[C:24]1[CH:29]=[CH:28][CH:27]=[CH:26][N:25]=1.C([O-])([O-])=O.[Na+].[Na+]. Product: [Cl:1][C:2]1[C:7]2[N:8]=[C:9]([CH:14]3[CH2:19][CH2:18][CH2:17][CH2:16][CH2:15]3)[NH:10][S:11](=[O:13])(=[O:12])[C:6]=2[C:5]([C:24]2[CH:29]=[CH:28][CH:27]=[CH:26][N:25]=2)=[CH:4][CH:3]=1. The catalyst class is: 628. (5) Reactant: [OH:1][C:2]1[CH:7]=[CH:6][C:5]([CH2:8][CH2:9][OH:10])=[CH:4][CH:3]=1.C([O-])([O-])=O.[K+].[K+].F[C:18]1[CH:23]=[C:22]([C:24]([F:27])([F:26])[F:25])[CH:21]=[CH:20][N:19]=1.O. Product: [F:25][C:24]([F:27])([F:26])[C:22]1[CH:21]=[CH:20][N:19]=[C:18]([O:1][C:2]2[CH:7]=[CH:6][C:5]([CH2:8][CH2:9][OH:10])=[CH:4][CH:3]=2)[CH:23]=1. The catalyst class is: 16. (6) Reactant: [CH3:1][C:2]1[CH:3]=[C:4]([CH:22]=[CH:23][CH:24]=1)[NH:5][C:6]1[C:15]2[C:10](=[CH:11][CH:12]=[CH:13][CH:14]=2)[C:9]([CH:16]2OCOC[O:17]2)=[N:8][N:7]=1.[OH-].[Na+]. Product: [CH3:1][C:2]1[CH:3]=[C:4]([CH:22]=[CH:23][CH:24]=1)[NH:5][C:6]1[C:15]2[C:10](=[CH:11][CH:12]=[CH:13][CH:14]=2)[C:9]([CH:16]=[O:17])=[N:8][N:7]=1. The catalyst class is: 82. (7) Reactant: [Br:1][C:2]1[CH:7]=[CH:6][C:5]([C:8]2[NH:9][CH:10]=[C:11]([C:13]([OH:15])=O)[N:12]=2)=[C:4]([F:16])[CH:3]=1.[CH:17]([NH:20][N:21]=[C:22]([NH2:24])[CH3:23])([CH3:19])[CH3:18].CN(C(ON1N=NC2C=CC=CC1=2)=[N+](C)C)C.F[P-](F)(F)(F)(F)F. Product: [Br:1][C:2]1[CH:7]=[CH:6][C:5]([C:8]2[NH:9][CH:10]=[C:11]([C:13]([N:24]=[C:22]([NH:21][NH:20][CH:17]([CH3:19])[CH3:18])[CH3:23])=[O:15])[N:12]=2)=[C:4]([F:16])[CH:3]=1. The catalyst class is: 3. (8) Reactant: [CH3:1][O:2][C:3]([CH:5]1[C:10]([Cl:12])([Cl:11])[C:9](=[N:13][OH:14])[CH2:8][CH:7]([C:15]2[CH:20]=[CH:19][C:18]([Cl:21])=[C:17]([O:22][CH3:23])[C:16]=2[F:24])[NH:6]1)=[O:4].[C:25]([O:28]C(=O)C)(=[O:27])[CH3:26]. Product: [CH3:1][O:2][C:3]([CH:5]1[C:10]([Cl:11])([Cl:12])/[C:9](=[N:13]/[O:14][O:28][C:25](=[O:27])[CH3:26])/[CH2:8][CH:7]([C:15]2[CH:20]=[CH:19][C:18]([Cl:21])=[C:17]([O:22][CH3:23])[C:16]=2[F:24])[NH:6]1)=[O:4]. The catalyst class is: 15.